Predict the reaction yield, written as a fraction of the theoretical maximum amount of product (1.0 means a 100% yield; for example, 0.34 means a 34% yield). From a dataset of Reaction yield outcomes from USPTO patents with 853,638 reactions. (1) The reactants are [F:1][C:2]1[CH:7]=[CH:6][C:5]([C:8]2[O:9][C:10]3[CH:20]=[C:19]([N:21]([CH3:26])[S:22]([CH3:25])(=[O:24])=[O:23])[C:18](B4OC(C)(C)C(C)(C)O4)=[CH:17][C:11]=3[C:12]=2[C:13]([NH:15][CH3:16])=[O:14])=[CH:4][CH:3]=1.Br[C:37]1[CH:38]=[C:39]([C:45]2[O:53][C:52]3[C:47](=[N:48][CH:49]=[CH:50][CH:51]=3)[CH:46]=2)[C:40](=[O:44])[N:41]([CH3:43])[CH:42]=1. The catalyst is O1CCOCC1.O.[Pd](Cl)Cl.C(P(C(C)(C)C)[C-]1C=CC=C1)(C)(C)C.[C-]1(P(C(C)(C)C)C(C)(C)C)C=CC=C1.[Fe+2]. The product is [F:1][C:2]1[CH:3]=[CH:4][C:5]([C:8]2[O:9][C:10]3[CH:20]=[C:19]([N:21]([CH3:26])[S:22]([CH3:25])(=[O:23])=[O:24])[C:18]([C:37]4[CH:38]=[C:39]([C:45]5[O:53][C:52]6[C:47](=[N:48][CH:49]=[CH:50][CH:51]=6)[CH:46]=5)[C:40](=[O:44])[N:41]([CH3:43])[CH:42]=4)=[CH:17][C:11]=3[C:12]=2[C:13]([NH:15][CH3:16])=[O:14])=[CH:6][CH:7]=1. The yield is 0.460. (2) The reactants are [C:1]([O:5][C:6]([NH:8][CH2:9][C:10]1[N:11]([CH2:37][CH:38]([CH3:40])[CH3:39])[C:12](=[O:36])[C:13]2[C:18]([C:19]=1[C:20]1[CH:25]=[CH:24][C:23]([F:26])=[CH:22][CH:21]=1)=[CH:17][C:16](/[CH:27]=[CH:28]/[C:29]([O:31]CCCC)=[O:30])=[CH:15][CH:14]=2)=[O:7])([CH3:4])([CH3:3])[CH3:2].[OH-].[Na+].O.Cl. The catalyst is O1CCCC1.CO. The product is [C:1]([O:5][C:6]([NH:8][CH2:9][C:10]1[N:11]([CH2:37][CH:38]([CH3:40])[CH3:39])[C:12](=[O:36])[C:13]2[C:18]([C:19]=1[C:20]1[CH:25]=[CH:24][C:23]([F:26])=[CH:22][CH:21]=1)=[CH:17][C:16](/[CH:27]=[CH:28]/[C:29]([OH:31])=[O:30])=[CH:15][CH:14]=2)=[O:7])([CH3:4])([CH3:3])[CH3:2]. The yield is 0.720. (3) The yield is 0.800. The reactants are Cl.[CH3:2][C:3]1[CH:4]=[C:5]([S:9]([NH:12][C:13]2[C:14](=[O:28])[N:15]([CH2:20][C:21]([O:23]C(C)(C)C)=[O:22])[C:16]([CH3:19])=[CH:17][CH:18]=2)(=[O:11])=[O:10])[CH:6]=[CH:7][CH:8]=1. The catalyst is C(OCC)(=O)C. The product is [CH3:2][C:3]1[CH:4]=[C:5]([S:9]([NH:12][C:13]2[C:14](=[O:28])[N:15]([CH2:20][C:21]([OH:23])=[O:22])[C:16]([CH3:19])=[CH:17][CH:18]=2)(=[O:11])=[O:10])[CH:6]=[CH:7][CH:8]=1.